From a dataset of Full USPTO retrosynthesis dataset with 1.9M reactions from patents (1976-2016). Predict the reactants needed to synthesize the given product. Given the product [CH:2]1([NH:6][C:7]([C:9]2[CH:18]=[CH:17][C:16]3[CH2:15][N:14]([CH2:19][C:20]([N:30]4[CH2:31][CH2:32][N:27]([CH:23]5[CH2:26][CH2:25][CH2:24]5)[CH2:28][CH2:29]4)=[O:22])[CH2:13][CH2:12][C:11]=3[N:10]=2)=[O:8])[CH2:3][CH2:4][CH2:5]1, predict the reactants needed to synthesize it. The reactants are: Cl.[CH:2]1([NH:6][C:7]([C:9]2[CH:18]=[CH:17][C:16]3[CH2:15][N:14]([CH2:19][C:20]([OH:22])=O)[CH2:13][CH2:12][C:11]=3[N:10]=2)=[O:8])[CH2:5][CH2:4][CH2:3]1.[CH:23]1([N:27]2[CH2:32][CH2:31][NH:30][CH2:29][CH2:28]2)[CH2:26][CH2:25][CH2:24]1.F[P-](F)(F)(F)(F)F.N1(O[P+](N(C)C)(N(C)C)N(C)C)C2C=CC=CC=2N=N1.